Dataset: Full USPTO retrosynthesis dataset with 1.9M reactions from patents (1976-2016). Task: Predict the reactants needed to synthesize the given product. Given the product [ClH:11].[OH2:2].[Cl:45][C:46]1[CH:47]=[CH:48][C:49]2[CH2:55][CH2:54][NH:53][CH2:52][C@H:51]([CH3:56])[C:50]=2[CH:57]=1.[Cl:58][C:59]1[CH:60]=[CH:61][C:62]2[CH2:68][CH2:67][NH:66][CH2:65][C@H:64]([CH3:69])[C:63]=2[CH:70]=1.[ClH:24], predict the reactants needed to synthesize it. The reactants are: C(C(C(C([O-])=O)O)O)([O-])=[O:2].[Cl:11]C1C=CC2CC[CH3+]CN(C)C=2C=1.[Cl:24]C1C=CC2CC[CH3+]CN(C)C=2C=1.C(=O)([O-])[O-].[K+].[K+].Cl.O.[Cl:45][C:46]1[CH:47]=[CH:48][C:49]2[CH2:55][CH2:54][NH:53][CH2:52][C@H:51]([CH3:56])[C:50]=2[CH:57]=1.[Cl:58][C:59]1[CH:60]=[CH:61][C:62]2[CH2:68][CH2:67][NH:66][CH2:65][C@H:64]([CH3:69])[C:63]=2[CH:70]=1.